The task is: Predict the reactants needed to synthesize the given product.. This data is from Full USPTO retrosynthesis dataset with 1.9M reactions from patents (1976-2016). (1) Given the product [Cl:1][C:2]1[CH:3]=[C:4]2[C:8](=[C:9]([N+:11]([O-:13])=[O:12])[CH:10]=1)[NH:7][C:6]([CH2:14][I:40])=[CH:5]2, predict the reactants needed to synthesize it. The reactants are: [Cl:1][C:2]1[CH:3]=[C:4]2[C:8](=[C:9]([N+:11]([O-:13])=[O:12])[CH:10]=1)[NH:7][C:6]([CH2:14]O)=[CH:5]2.N1C=CN=C1.C1(P(C2C=CC=CC=2)C2C=CC=CC=2)C=CC=CC=1.[I:40]I. (2) The reactants are: [CH2:1]([C:3]1[C:12]2[CH:11]=[C:10]([NH:13][C:14]3[CH:24]=[CH:23][C:17]([C:18]([O:20][CH2:21][CH3:22])=[O:19])=[CH:16][CH:15]=3)[C:9]([CH3:25])=[CH:8][C:7]=2[C:6]([CH3:27])([CH3:26])[CH2:5][CH:4]=1)[CH3:2].[CH:28](=O)[CH3:29]. Given the product [CH2:28]([N:13]([C:10]1[C:9]([CH3:25])=[CH:8][C:7]2[C:6]([CH3:27])([CH3:26])[CH2:5][CH:4]=[C:3]([CH2:1][CH3:2])[C:12]=2[CH:11]=1)[C:14]1[CH:15]=[CH:16][C:17]([C:18]([O:20][CH2:21][CH3:22])=[O:19])=[CH:23][CH:24]=1)[CH3:29], predict the reactants needed to synthesize it. (3) Given the product [C:32]([C@@H:31]1[CH2:22][CH2:24][CH2:25][N:30]1[C:13]([NH:12][CH2:11][CH2:10][NH:9][C:4]1[C:3]([C:1]#[N:2])=[CH:8][CH:7]=[CH:6][N:5]=1)=[O:15])#[N:33], predict the reactants needed to synthesize it. The reactants are: [C:1]([C:3]1[C:4]([NH:9][CH2:10][CH2:11][NH:12][C:13]([O:15]CCCC)=O)=[N:5][CH:6]=[CH:7][CH:8]=1)#[N:2].Cl.Cl.[C:22]([C:24]1[C:25]([NH:30][CH2:31][CH2:32][NH2:33])=NC=CC=1)#N.C(N(CC)CC)C.C1N=CN(C(N2C=NC=C2)=O)C=1.Cl.N1CCC[C@H]1C#N. (4) Given the product [CH3:26][C:24]1[CH:25]=[C:20]([O:19][CH:14]([C:11]2[S:10][C:9]([C:7]([NH:6][CH2:5][CH2:4][C:3]([OH:38])=[O:2])=[O:8])=[CH:13][CH:12]=2)[CH2:15][CH:16]([CH3:18])[CH3:17])[CH:21]=[C:22]([CH3:37])[C:23]=1[C:27]1[CH:32]=[CH:31][C:30]([C:33]([F:34])([F:35])[F:36])=[CH:29][CH:28]=1, predict the reactants needed to synthesize it. The reactants are: C[O:2][C:3](=[O:38])[CH2:4][CH2:5][NH:6][C:7]([C:9]1[S:10][C:11]([CH:14]([O:19][C:20]2[CH:25]=[C:24]([CH3:26])[C:23]([C:27]3[CH:32]=[CH:31][C:30]([C:33]([F:36])([F:35])[F:34])=[CH:29][CH:28]=3)=[C:22]([CH3:37])[CH:21]=2)[CH2:15][CH:16]([CH3:18])[CH3:17])=[CH:12][CH:13]=1)=[O:8].[OH-].[Na+].Cl. (5) Given the product [Cl:1][C:2]1[CH:3]=[C:4]([CH2:21][Cl:25])[CH:5]=[CH:6][C:7]=1[O:8][CH2:9][C:10]1[N:11]=[C:12]([C:16]2[O:17][CH:18]=[CH:19][CH:20]=2)[O:13][C:14]=1[CH3:15], predict the reactants needed to synthesize it. The reactants are: [Cl:1][C:2]1[CH:3]=[C:4]([CH2:21]O)[CH:5]=[CH:6][C:7]=1[O:8][CH2:9][C:10]1[N:11]=[C:12]([C:16]2[O:17][CH:18]=[CH:19][CH:20]=2)[O:13][C:14]=1[CH3:15].S(Cl)([Cl:25])=O. (6) Given the product [CH3:33][N:23]1[CH:24]=[C:25]([C:27]2[CH:28]=[CH:29][CH:30]=[CH:31][CH:32]=2)[N:26]=[C:22]1/[CH:21]=[CH:20]/[C:16]1[N:15]=[C:14]([N:2]2[CH2:3][CH2:4][CH2:5][N:1]2[C:6]([O:8][C:9]([CH3:12])([CH3:11])[CH3:10])=[O:7])[CH:19]=[N:18][CH:17]=1, predict the reactants needed to synthesize it. The reactants are: [N:1]1([C:6]([O:8][C:9]([CH3:12])([CH3:11])[CH3:10])=[O:7])[CH2:5][CH2:4][CH2:3][NH:2]1.Br[C:14]1[CH:19]=[N:18][CH:17]=[C:16](/[CH:20]=[CH:21]/[C:22]2[N:23]([CH3:33])[CH:24]=[C:25]([C:27]3[CH:32]=[CH:31][CH:30]=[CH:29][CH:28]=3)[N:26]=2)[N:15]=1.O.C(=O)([O-])[O-].[K+].[K+].CC1(C)C2C(=C(P(C3C=CC=CC=3)C3C=CC=CC=3)C=CC=2)OC2C(P(C3C=CC=CC=3)C3C=CC=CC=3)=CC=CC1=2. (7) Given the product [CH3:1][CH:2]([C:5]1[N:6]([CH2:17][C:18]2[N:23]=[C:22]([C:24]([OH:26])=[O:25])[CH:21]=[CH:20][CH:19]=2)[C:7]2[C:12]([CH:13]=1)=[CH:11][C:10]([O:14][CH3:15])=[C:9]([Cl:16])[CH:8]=2)[CH2:3][CH3:4], predict the reactants needed to synthesize it. The reactants are: [CH3:1][CH:2]([C:5]1[N:6]([CH2:17][C:18]2[N:23]=[C:22]([C:24]([O:26]C)=[O:25])[CH:21]=[CH:20][CH:19]=2)[C:7]2[C:12]([CH:13]=1)=[CH:11][C:10]([O:14][CH3:15])=[C:9]([Cl:16])[CH:8]=2)[CH2:3][CH3:4].[OH-].[Na+].Cl.O. (8) Given the product [NH2:20][C:15]1[N:16]=[C:17]([CH3:19])[N:18]=[C:13]([C:8]2[CH:7]=[C:6]([C:4](=[O:3])[CH3:5])[CH:11]=[N:10][C:9]=2[NH:30][C:24]2[CH:25]=[N:26][C:27]([O:28][CH3:29])=[C:22]([F:21])[CH:23]=2)[CH:14]=1, predict the reactants needed to synthesize it. The reactants are: C([O:3][C:4]([C:6]1[CH:7]=[C:8]([C:13]2[N:18]=[C:17]([CH3:19])[N:16]=[C:15]([NH2:20])[CH:14]=2)[C:9](F)=[N:10][CH:11]=1)=[CH2:5])C.[F:21][C:22]1[CH:23]=[C:24]([NH2:30])[CH:25]=[N:26][C:27]=1[O:28][CH3:29].C[Si]([N-][Si](C)(C)C)(C)C.[Na+].